Dataset: Full USPTO retrosynthesis dataset with 1.9M reactions from patents (1976-2016). Task: Predict the reactants needed to synthesize the given product. (1) Given the product [Br:1][C:2]1[CH:3]=[C:4]([CH2:10][C:11]([O:13][CH3:18])=[O:12])[CH:5]=[CH:6][C:7]=1[C:8]#[N:9], predict the reactants needed to synthesize it. The reactants are: [Br:1][C:2]1[CH:3]=[C:4]([CH2:10][C:11]([OH:13])=[O:12])[CH:5]=[CH:6][C:7]=1[C:8]#[N:9].S(Cl)(Cl)=O.[CH3:18]O. (2) Given the product [Cl:16][C:17]1[CH:18]=[C:19]([CH:23]=[CH:24][CH:25]=1)[C:20]([NH:22][CH2:26][N:11]1[CH2:10][CH:9]=[C:8]([C:3]2[CH:4]=[CH:5][CH:6]=[CH:7][N:2]=2)[CH2:13][CH2:12]1)=[O:21], predict the reactants needed to synthesize it. The reactants are: Cl.[N:2]1[CH:7]=[CH:6][CH:5]=[CH:4][C:3]=1[C:8]1[CH2:9][CH2:10][NH:11][CH2:12][CH:13]=1.C=O.[Cl:16][C:17]1[CH:18]=[C:19]([CH:23]=[CH:24][CH:25]=1)[C:20]([NH2:22])=[O:21].[C:26](=O)([O-])[O-].[K+].[K+]. (3) Given the product [Br:30][C:20]1[O:21][C:17]([C:13]2[N:8]3[N:9]=[C:10]([CH3:12])[CH:11]=[C:6]([CH:3]([CH2:4][CH3:5])[CH2:1][CH3:2])[C:7]3=[N:15][C:14]=2[CH3:16])=[C:18]([CH3:22])[N:19]=1, predict the reactants needed to synthesize it. The reactants are: [CH2:1]([CH:3]([C:6]1[C:7]2[N:8]([C:13]([C:17]3[O:21][CH:20]=[N:19][C:18]=3[CH3:22])=[C:14]([CH3:16])[N:15]=2)[N:9]=[C:10]([CH3:12])[CH:11]=1)[CH2:4][CH3:5])[CH3:2].C1C(=O)N([Br:30])C(=O)C1.